From a dataset of Reaction yield outcomes from USPTO patents with 853,638 reactions. Predict the reaction yield, written as a fraction of the theoretical maximum amount of product (1.0 means a 100% yield; for example, 0.34 means a 34% yield). The reactants are [Cl:1][C:2]1[N:7]=[C:6](Cl)[C:5]([F:9])=[CH:4][N:3]=1.N#N.[CH2:12]1[CH2:22][O:21][C:20]2[CH:19]=[CH:18][C:16]([NH2:17])=[CH:15][C:14]=2[O:13]1.Cl. The catalyst is O.CO. The product is [Cl:1][C:2]1[N:7]=[C:6]([NH:17][C:16]2[CH:18]=[CH:19][C:20]3[O:21][CH2:22][CH2:12][O:13][C:14]=3[CH:15]=2)[C:5]([F:9])=[CH:4][N:3]=1. The yield is 0.780.